From a dataset of Reaction yield outcomes from USPTO patents with 853,638 reactions. Predict the reaction yield, written as a fraction of the theoretical maximum amount of product (1.0 means a 100% yield; for example, 0.34 means a 34% yield). (1) The reactants are [NH2:1][C:2]1[CH:3]=[C:4]([CH:21]=[CH:22][C:23]=1[F:24])[O:5][C:6]1[CH:7]=[CH:8][C:9]2[N:10]([CH:12]=[C:13]([NH:15][C:16]([CH:18]3[CH2:20][CH2:19]3)=[O:17])[N:14]=2)[N:11]=1.[F:25][C:26]([F:37])([F:36])[C:27]1[CH:28]=[C:29]([CH:33]=[CH:34][CH:35]=1)[C:30](O)=[O:31].ON1C2C=CC=CC=2N=N1.Cl.C(N=C=NCCCN(C)C)C. The catalyst is CN(C)C=O. The product is [CH:18]1([C:16]([NH:15][C:13]2[N:14]=[C:9]3[CH:8]=[CH:7][C:6]([O:5][C:4]4[CH:21]=[CH:22][C:23]([F:24])=[C:2]([NH:1][C:30](=[O:31])[C:29]5[CH:33]=[CH:34][CH:35]=[C:27]([C:26]([F:25])([F:36])[F:37])[CH:28]=5)[CH:3]=4)=[N:11][N:10]3[CH:12]=2)=[O:17])[CH2:20][CH2:19]1. The yield is 0.640. (2) The reactants are [NH2:1][C:2]1[CH:10]=[CH:9][C:8]([N+:11]([O-])=O)=[CH:7][C:3]=1[C:4]([NH2:6])=[O:5].[O:14]([CH2:22][CH2:23][O:24][C:25]1[C:32]([CH3:33])=[CH:31][C:28]([CH:29]=O)=[CH:27][C:26]=1[CH3:34])[Si](C(C)(C)C)(C)C.OS([O-])=O.[Na+].CC1C=CC(S(O)(=O)=O)=CC=1. The catalyst is CN(C)C(=O)C.CN(C=O)C.CO.[Pd]. The product is [NH2:11][C:8]1[CH:7]=[C:3]2[C:2](=[CH:10][CH:9]=1)[N:1]=[C:29]([C:28]1[CH:31]=[C:32]([CH3:33])[C:25]([O:24][CH2:23][CH2:22][OH:14])=[C:26]([CH3:34])[CH:27]=1)[NH:6][C:4]2=[O:5]. The yield is 0.420. (3) The reactants are Br[C:2]1[CH:3]=[C:4]2[C:9](=[CH:10][CH:11]=1)[CH2:8][N:7]([S:12]([C:15]1[CH:20]=[CH:19][C:18]([CH3:21])=[CH:17][CH:16]=1)(=[O:14])=[O:13])[CH2:6][CH2:5]2.CC([O-])(C)C.[Na+].[CH3:28][C@H:29]1[CH2:33][CH2:32][CH2:31][N:30]1[C@H:34]1[CH2:38][CH2:37][NH:36][CH2:35]1. The catalyst is C1(C)C=CC=CC=1.C1C=CC(/C=C/C(/C=C/C2C=CC=CC=2)=O)=CC=1.C1C=CC(/C=C/C(/C=C/C2C=CC=CC=2)=O)=CC=1.C1C=CC(/C=C/C(/C=C/C2C=CC=CC=2)=O)=CC=1.[Pd].[Pd].C1C=CC(P(C2C(C3C(P(C4C=CC=CC=4)C4C=CC=CC=4)=CC=C4C=3C=CC=C4)=C3C(C=CC=C3)=CC=2)C2C=CC=CC=2)=CC=1. The product is [CH3:28][C@H:29]1[CH2:33][CH2:32][CH2:31][N:30]1[C@H:34]1[CH2:38][CH2:37][N:36]([C:2]2[CH:3]=[C:4]3[C:9](=[CH:10][CH:11]=2)[CH2:8][N:7]([S:12]([C:15]2[CH:20]=[CH:19][C:18]([CH3:21])=[CH:17][CH:16]=2)(=[O:14])=[O:13])[CH2:6][CH2:5]3)[CH2:35]1. The yield is 0.780. (4) The reactants are [O:1]=[C:2]1[CH:7]=[CH:6][C:5]([C:8]([O:10][CH3:11])=[O:9])=[CH:4][NH:3]1.[H-].[Na+].[CH2:14](I)[CH3:15].O. The catalyst is CN(C=O)C. The product is [CH2:14]([N:3]1[CH:4]=[C:5]([C:8]([O:10][CH3:11])=[O:9])[CH:6]=[CH:7][C:2]1=[O:1])[CH3:15]. The yield is 0.790. (5) The reactants are [Cl:1][C:2]1[S:6][C:5]([NH:7][C:8]([N:10]2[CH2:15][CH2:14][NH:13][CH2:12][CH2:11]2)=[O:9])=[N:4][C:3]=1[CH2:16][CH3:17].[C:18]([N:22]1[CH2:27][CH2:26][N:25](C(OC(C)(C)C)=O)[C@@H:24]([C:35](O)=[O:36])[CH2:23]1)([CH3:21])([CH3:20])[CH3:19].C1C=CC2N(O)N=NC=2C=1.CCN=C=NCCCN(C)C.CCN(C(C)C)C(C)C. The catalyst is C1COCC1. The product is [NH3:4].[CH3:8][OH:9].[C:18]([N:22]1[CH2:27][CH2:26][NH:25][C@@H:24]([C:35]([N:13]2[CH2:14][CH2:15][N:10]([C:8]([NH:7][C:5]3[S:6][C:2]([Cl:1])=[C:3]([CH2:16][CH3:17])[N:4]=3)=[O:9])[CH2:11][CH2:12]2)=[O:36])[CH2:23]1)([CH3:21])([CH3:20])[CH3:19]. The yield is 0.100. (6) The reactants are [Cl:1][C:2]1[CH:3]=[C:4]2[C:8](=[C:9]([NH:11][CH:12]3[CH2:17][CH2:16][O:15][CH2:14][CH2:13]3)[CH:10]=1)[NH:7][C:6]([C:18]1[S:19][CH2:20][C@@H:21]([CH2:23][CH2:24]O)[N:22]=1)=[CH:5]2.N1C=CN=C1.C1(P(C2C=CC=CC=2)C2C=CC=CC=2)C=CC=CC=1.[I:50]I. The catalyst is O1CCCC1.C(OCC)(=O)C. The product is [Cl:1][C:2]1[CH:3]=[C:4]2[C:8](=[C:9]([NH:11][CH:12]3[CH2:17][CH2:16][O:15][CH2:14][CH2:13]3)[CH:10]=1)[NH:7][C:6]([C:18]1[S:19][CH2:20][C@@H:21]([CH2:23][CH2:24][I:50])[N:22]=1)=[CH:5]2. The yield is 0.400. (7) The reactants are CON(C)[C:4](=[O:17])[CH2:5][CH:6]1[CH2:8][CH:7]1[C:9]1[CH:14]=[CH:13][C:12]([O:15][CH3:16])=[CH:11][CH:10]=1.[OH-:19].[Na+].Cl. The catalyst is CCO. The product is [CH3:16][O:15][C:12]1[CH:11]=[CH:10][C:9]([CH:7]2[CH2:8][CH:6]2[CH2:5][C:4]([OH:17])=[O:19])=[CH:14][CH:13]=1. The yield is 0.961.